This data is from Reaction yield outcomes from USPTO patents with 853,638 reactions. The task is: Predict the reaction yield, written as a fraction of the theoretical maximum amount of product (1.0 means a 100% yield; for example, 0.34 means a 34% yield). (1) The reactants are [CH:1]1([CH2:6][C@H:7]([N:11]2[CH2:19][C:18]3[C:13](=[CH:14][CH:15]=[CH:16][CH:17]=3)[C:12]2=[O:20])[C:8]([OH:10])=O)[CH2:5][CH2:4][CH2:3][CH2:2]1.[CH3:21][O:22][C:23]([CH3:32])([CH3:31])[CH2:24][N:25]1[CH:29]=[CH:28][C:27]([NH2:30])=[N:26]1.F[P-](F)(F)(F)(F)F.N1(O[P+](N(C)C)(N(C)C)N(C)C)C2C=CC=CC=2N=N1.C(N(CC)C(C)C)(C)C. The catalyst is C(Cl)Cl. The product is [CH:1]1([CH2:6][C@H:7]([N:11]2[CH2:19][C:18]3[C:13](=[CH:14][CH:15]=[CH:16][CH:17]=3)[C:12]2=[O:20])[C:8]([NH:30][C:27]2[CH:28]=[CH:29][N:25]([CH2:24][C:23]([O:22][CH3:21])([CH3:31])[CH3:32])[N:26]=2)=[O:10])[CH2:2][CH2:3][CH2:4][CH2:5]1. The yield is 0.410. (2) The reactants are Cl[C:2]1[N:7]=[C:6]([C:8]2[N:12]3[CH:13]=[CH:14][CH:15]=[CH:16][C:11]3=[N:10][C:9]=2[C:17]2[CH:18]=[C:19]([CH:31]=[CH:32][CH:33]=2)[C:20]([NH:22][C:23]2[C:28]([F:29])=[CH:27][CH:26]=[CH:25][C:24]=2[F:30])=[O:21])[CH:5]=[CH:4][N:3]=1.[CH3:34][O:35][C:36]1[CH:42]=[C:41]([N:43]2[CH2:48][CH2:47][CH:46]([CH2:49][N:50]3[CH2:55][CH2:54][CH2:53][CH2:52][CH2:51]3)[CH2:45][CH2:44]2)[CH:40]=[CH:39][C:37]=1[NH2:38].Cl. The catalyst is C(O)C(F)(F)F. The product is [F:30][C:24]1[CH:25]=[CH:26][CH:27]=[C:28]([F:29])[C:23]=1[NH:22][C:20](=[O:21])[C:19]1[CH:31]=[CH:32][CH:33]=[C:17]([C:9]2[N:10]=[C:11]3[CH:16]=[CH:15][CH:14]=[CH:13][N:12]3[C:8]=2[C:6]2[CH:5]=[CH:4][N:3]=[C:2]([NH:38][C:37]3[CH:39]=[CH:40][C:41]([N:43]4[CH2:48][CH2:47][CH:46]([CH2:49][N:50]5[CH2:55][CH2:54][CH2:53][CH2:52][CH2:51]5)[CH2:45][CH2:44]4)=[CH:42][C:36]=3[O:35][CH3:34])[N:7]=2)[CH:18]=1. The yield is 0.460. (3) The reactants are [Cl:1][C:2]1[CH:13]=[CH:12][C:5]([C:6](N(OC)C)=[O:7])=[CH:4][N:3]=1.[CH2:14]([Mg]Cl)[CH3:15].CCOCC.[Cl-].[NH4+]. The catalyst is C1COCC1. The product is [Cl:1][C:2]1[N:3]=[CH:4][C:5]([C:6](=[O:7])[CH2:14][CH3:15])=[CH:12][CH:13]=1. The yield is 0.600. (4) The reactants are [F:1][C:2]1[CH:3]=[CH:4][C:5]([N+:11]([O-:13])=[O:12])=[C:6]([CH:10]=1)[C:7]([OH:9])=O.C(Cl)(=O)C(Cl)=O.[NH2:20][CH2:21][C:22]([NH:24][CH:25]([CH3:27])[CH3:26])=[O:23].C(N(C(C)C)CC)(C)C. The catalyst is ClCCl. The product is [F:1][C:2]1[CH:3]=[CH:4][C:5]([N+:11]([O-:13])=[O:12])=[C:6]([CH:10]=1)[C:7]([NH:20][CH2:21][C:22](=[O:23])[NH:24][CH:25]([CH3:27])[CH3:26])=[O:9]. The yield is 0.810.